From a dataset of Catalyst prediction with 721,799 reactions and 888 catalyst types from USPTO. Predict which catalyst facilitates the given reaction. (1) Reactant: [C:1]1([C@@H:7]2[CH2:9][C@H:8]2[N:10]([CH2:17][CH:18]2[CH2:21][N:20]([CH2:22][C:23]3[CH:32]=[CH:31][C:26]([C:27]([O:29]C)=[O:28])=[CH:25][CH:24]=3)[CH2:19]2)C(=O)C(F)(F)F)[CH:6]=[CH:5][CH:4]=[CH:3][CH:2]=1.[OH-].[Na+].O. Product: [C:1]1([C@@H:7]2[CH2:9][C@H:8]2[NH:10][CH2:17][CH:18]2[CH2:21][N:20]([CH2:22][C:23]3[CH:32]=[CH:31][C:26]([C:27]([OH:29])=[O:28])=[CH:25][CH:24]=3)[CH2:19]2)[CH:6]=[CH:5][CH:4]=[CH:3][CH:2]=1. The catalyst class is: 36. (2) Reactant: [C:1]1([C:21]2[CH:26]=[CH:25][CH:24]=[CH:23][CH:22]=2)[CH:6]=[CH:5][C:4]([C:7]2[C:19]([Cl:20])=[CH:18][C:10]3[NH:11][C:12]([S:14]([CH3:17])(=[O:16])=[O:15])=[N:13][C:9]=3[CH:8]=2)=[CH:3][CH:2]=1.CCN(C(C)C)C(C)C.[CH3:36][Si:37]([CH2:40][CH2:41][O:42][CH2:43]Cl)([CH3:39])[CH3:38]. Product: [C:1]1([C:21]2[CH:22]=[CH:23][CH:24]=[CH:25][CH:26]=2)[CH:6]=[CH:5][C:4]([C:7]2[C:19]([Cl:20])=[CH:18][C:10]3[N:11]([CH2:43][O:42][CH2:41][CH2:40][Si:37]([CH3:39])([CH3:38])[CH3:36])[C:12]([S:14]([CH3:17])(=[O:15])=[O:16])=[N:13][C:9]=3[CH:8]=2)=[CH:3][CH:2]=1. The catalyst class is: 49. (3) Product: [Cl:1][C:2]1[C:3]([F:31])=[C:4]([C@@H:8]2[C@:12]([C:15]3[CH:20]=[CH:19][C:18]([Cl:21])=[CH:17][C:16]=3[F:22])([C:13]#[N:14])[C@H:11]([CH2:23][C:24]([CH3:25])([CH3:26])[CH3:27])[NH:10][C@H:9]2[C:28]([N:65]2[CH2:70][CH2:69][CH:68]([CH2:71][C:72]([NH2:74])=[O:73])[CH2:67][CH2:66]2)=[O:30])[CH:5]=[CH:6][CH:7]=1. Reactant: [Cl:1][C:2]1[C:3]([F:31])=[C:4]([CH:8]2[C:12]([C:15]3[CH:20]=[CH:19][C:18]([Cl:21])=[CH:17][C:16]=3[F:22])([C:13]#[N:14])[CH:11]([CH2:23][C:24]([CH3:27])([CH3:26])[CH3:25])[NH:10][CH:9]2[C:28]([OH:30])=O)[CH:5]=[CH:6][CH:7]=1.CN(C(ON1N=NC2C=CC=NC1=2)=[N+](C)C)C.F[P-](F)(F)(F)(F)F.CCN(C(C)C)C(C)C.[NH:65]1[CH2:70][CH2:69][CH:68]([CH2:71][C:72]([NH2:74])=[O:73])[CH2:67][CH2:66]1. The catalyst class is: 59. (4) Reactant: Br[C:2]1[O:7][C:6]2[CH:8]=[CH:9][CH:10]=[CH:11][C:5]=2[O:4][CH:3]=1.C([Li])CCC.B(F)(F)F.[CH3:21][CH2:22][O:23]CC.C1OC1.[Cl-].[NH4+]. Product: [O:7]1[C:6]2[CH:8]=[CH:9][CH:10]=[CH:11][C:5]=2[O:4][CH:3]=[C:2]1[CH2:21][CH2:22][OH:23]. The catalyst class is: 7. (5) Reactant: [Cl:1][C:2]1[CH:21]=[CH:20][C:5]([CH:6]([N:14]2[CH2:19][CH2:18][NH:17][CH2:16][CH2:15]2)[C:7]2[CH:12]=[CH:11][C:10]([Cl:13])=[CH:9][CH:8]=2)=[CH:4][CH:3]=1.C(N(CC)CC)C.[F:29][C:30]([F:41])([F:40])[C:31]1[CH:32]=[C:33]([CH:37]=[CH:38][CH:39]=1)[C:34](Cl)=[O:35]. Product: [Cl:1][C:2]1[CH:21]=[CH:20][C:5]([CH:6]([C:7]2[CH:8]=[CH:9][C:10]([Cl:13])=[CH:11][CH:12]=2)[N:14]2[CH2:15][CH2:16][N:17]([C:34]([C:33]3[CH:37]=[CH:38][CH:39]=[C:31]([C:30]([F:29])([F:40])[F:41])[CH:32]=3)=[O:35])[CH2:18][CH2:19]2)=[CH:4][CH:3]=1. The catalyst class is: 864.